Dataset: Reaction yield outcomes from USPTO patents with 853,638 reactions. Task: Predict the reaction yield, written as a fraction of the theoretical maximum amount of product (1.0 means a 100% yield; for example, 0.34 means a 34% yield). (1) The reactants are [NH2:1][C:2]1[CH:3]=[CH:4][C:5]([F:19])=[C:6]([C@:8]2([CH3:18])[CH2:14][C:13]([CH3:16])([CH3:15])[O:12][CH2:11][C:10](=[S:17])[NH:9]2)[CH:7]=1.[F:20][C:21]1([F:27])[CH2:23][CH:22]1[C:24](O)=[O:25]. No catalyst specified. The product is [F:19][C:5]1[CH:4]=[CH:3][C:2]([NH:1][C:24]([CH:22]2[CH2:23][C:21]2([F:27])[F:20])=[O:25])=[CH:7][C:6]=1[C@:8]1([CH3:18])[CH2:14][C:13]([CH3:16])([CH3:15])[O:12][CH2:11][C:10](=[S:17])[NH:9]1. The yield is 0.610. (2) The reactants are [OH-].[Na+].[CH2:3]([O:10][C:11]1[CH:16]=[CH:15][C:14]([CH:17]([OH:23])[CH2:18][NH:19][CH2:20][CH2:21][CH3:22])=[CH:13][CH:12]=1)[C:4]1[CH:9]=[CH:8][CH:7]=[CH:6][CH:5]=1.Cl[CH2:25][C:26](Cl)=[O:27].[OH-].[K+]. The catalyst is O.ClCCl.C(O)(C)C. The product is [CH2:3]([O:10][C:11]1[CH:12]=[CH:13][C:14]([CH:17]2[CH2:18][N:19]([CH2:20][CH2:21][CH3:22])[C:26](=[O:27])[CH2:25][O:23]2)=[CH:15][CH:16]=1)[C:4]1[CH:5]=[CH:6][CH:7]=[CH:8][CH:9]=1. The yield is 0.670. (3) The reactants are Br[C:2]1[CH:10]=[C:9]2[C:5]([C:6]3[CH2:16][CH2:15][CH2:14][N:13]([C:17]([O:19][C:20]([CH3:23])([CH3:22])[CH3:21])=[O:18])[CH2:12][C:7]=3[N:8]2[CH3:11])=[CH:4][CH:3]=1.[CH2:24]([O:31][C:32]1[CH:37]=[CH:36][NH:35][C:34](=[O:38])[CH:33]=1)[C:25]1[CH:30]=[CH:29][CH:28]=[CH:27][CH:26]=1.C([O-])([O-])=O.[Cs+].[Cs+].OC1C=CC=C2C=1N=CC=C2. The catalyst is CS(C)=O.[Cu](I)I. The product is [C:20]([O:19][C:17]([N:13]1[CH2:14][CH2:15][CH2:16][C:6]2[C:5]3[C:9](=[CH:10][C:2]([N:35]4[CH:36]=[CH:37][C:32]([O:31][CH2:24][C:25]5[CH:26]=[CH:27][CH:28]=[CH:29][CH:30]=5)=[CH:33][C:34]4=[O:38])=[CH:3][CH:4]=3)[N:8]([CH3:11])[C:7]=2[CH2:12]1)=[O:18])([CH3:23])([CH3:22])[CH3:21]. The yield is 0.320. (4) The reactants are Cl.C[O:3][CH:4](OC)[CH2:5][NH:6][C:7]([C:9]1[NH:10][N:11]=[C:12]([CH2:14][O:15][C:16]2[CH:21]=[CH:20][CH:19]=[CH:18][CH:17]=2)[CH:13]=1)=[O:8]. The catalyst is O.CC(C)=O. The product is [OH:3][CH:4]1[N:10]2[N:11]=[C:12]([CH2:14][O:15][C:16]3[CH:21]=[CH:20][CH:19]=[CH:18][CH:17]=3)[CH:13]=[C:9]2[C:7](=[O:8])[NH:6][CH2:5]1. The yield is 0.300. (5) The reactants are [OH:1][CH:2]1[CH2:20][CH:19]2[N:4]([C:5](=[O:39])[CH:6]([NH:31][C:32]([O:34][C:35]([CH3:38])([CH3:37])[CH3:36])=[O:33])[CH2:7][CH2:8][CH2:9][CH2:10][CH2:11][CH:12]=[CH:13][CH:14]3[C:16]([C:22]([NH:24][S:25]([CH:28]4[CH2:30][CH2:29]4)(=[O:27])=[O:26])=[O:23])([NH:17][C:18]2=[O:21])[CH2:15]3)[CH2:3]1.[CH3:40][C:41]1[O:45][N:44]=[C:43]([C:46](Cl)=[O:47])[CH:42]=1. No catalyst specified. The product is [CH3:40][C:41]1[O:45][N:44]=[C:43]([C:46]([O:1][CH:2]2[CH2:20][CH:19]3[N:4]([C:5](=[O:39])[CH:6]([NH:31][C:32]([O:34][C:35]([CH3:36])([CH3:38])[CH3:37])=[O:33])[CH2:7][CH2:8][CH2:9][CH2:10][CH2:11][CH:12]=[CH:13][CH:14]4[C:16]([C:22]([NH:24][S:25]([CH:28]5[CH2:30][CH2:29]5)(=[O:27])=[O:26])=[O:23])([NH:17][C:18]3=[O:21])[CH2:15]4)[CH2:3]2)=[O:47])[CH:42]=1. The yield is 0.260.